Dataset: Full USPTO retrosynthesis dataset with 1.9M reactions from patents (1976-2016). Task: Predict the reactants needed to synthesize the given product. Given the product [F:23][C:24]1[CH:29]=[CH:28][CH:27]=[CH:26][C:25]=1[CH2:30][CH2:31][NH:32][C:17]([C:14]([CH3:15])([O:13][C:10]1[CH:9]=[CH:8][C:7]([CH2:6][C@H:5]([O:20][CH3:21])[C:4]([OH:3])=[O:22])=[CH:12][CH:11]=1)[CH3:16])=[O:19], predict the reactants needed to synthesize it. The reactants are: C([O:3][C:4](=[O:22])[C@@H:5]([O:20][CH3:21])[CH2:6][C:7]1[CH:12]=[CH:11][C:10]([O:13][C:14]([C:17]([OH:19])=O)([CH3:16])[CH3:15])=[CH:9][CH:8]=1)C.[F:23][C:24]1[CH:29]=[CH:28][CH:27]=[CH:26][C:25]=1[CH2:30][CH2:31][NH2:32].C(O[C@@H](CC1C=CC(O[C@@H](C(=O)NCCC2C=CC(OC3C=CC=CC=3)=CC=2)C)=CC=1)C(O)=O)C.